Dataset: Reaction yield outcomes from USPTO patents with 853,638 reactions. Task: Predict the reaction yield, written as a fraction of the theoretical maximum amount of product (1.0 means a 100% yield; for example, 0.34 means a 34% yield). (1) The reactants are CS(O[CH2:6][CH:7]1[S:11][C:10]([C:12]2[NH:13][C:14]3[C:19]([CH:20]=2)=[CH:18][CH:17]=[CH:16][C:15]=3[N:21]([CH3:31])[S:22]([C:25]2[CH:30]=[CH:29][CH:28]=[CH:27][N:26]=2)(=[O:24])=[O:23])=[N:9][CH2:8]1)(=O)=O.[NH:32]1[CH:36]=[CH:35][N:34]=[C:33]1[C:37]([O:39][CH2:40][CH3:41])=[O:38].C(=O)([O-])[O-].[K+].[K+].CN(C)C=O. The catalyst is O. The product is [CH3:31][N:21]([S:22]([C:25]1[CH:30]=[CH:29][CH:28]=[CH:27][N:26]=1)(=[O:24])=[O:23])[C:15]1[CH:16]=[CH:17][CH:18]=[C:19]2[C:14]=1[NH:13][C:12]([C:10]1[S:11][CH:7]([CH2:6][N:32]3[CH:36]=[CH:35][N:34]=[C:33]3[C:37]([O:39][CH2:40][CH3:41])=[O:38])[CH2:8][N:9]=1)=[CH:20]2. The yield is 0.830. (2) The reactants are [OH:1][C:2]1([CH:16]2[CH2:21][CH2:20][CH2:19][CH2:18][N:17]2[C:22]([O:24][C:25]([CH3:28])([CH3:27])[CH3:26])=[O:23])[CH2:5][N:4](C(OCC2C=CC=CC=2)=O)[CH2:3]1. The catalyst is CO.[Pd]. The product is [OH:1][C:2]1([CH:16]2[CH2:21][CH2:20][CH2:19][CH2:18][N:17]2[C:22]([O:24][C:25]([CH3:28])([CH3:27])[CH3:26])=[O:23])[CH2:3][NH:4][CH2:5]1. The yield is 0.980. (3) The reactants are CCN=C=NCCCN(C)C.Cl.[Br:13][C:14]1[CH:15]=[C:16]([NH2:21])[C:17]([NH2:20])=[CH:18][CH:19]=1.[C:22]([N:29]1[CH2:36][CH2:35][CH2:34][C@H:30]1[C:31](O)=O)([O:24][C:25]([CH3:28])([CH3:27])[CH3:26])=[O:23].ON1C2C=CC=CC=2N=N1. The catalyst is C(Cl)Cl.O.C(O)(=O)C. The product is [Br:13][C:14]1[CH:19]=[CH:18][C:17]2[N:20]=[C:31]([C@@H:30]3[CH2:34][CH2:35][CH2:36][N:29]3[C:22]([O:24][C:25]([CH3:26])([CH3:28])[CH3:27])=[O:23])[NH:21][C:16]=2[CH:15]=1. The yield is 0.612. (4) The reactants are [CH3:1][C:2]1[C:12]([N+:13]([O-:15])=[O:14])=[CH:11][C:10]([N+:16]([O-:18])=[O:17])=[CH:9][C:3]=1[C:4]([O:6][CH2:7][CH3:8])=[O:5].C[C:20]([N:22]([CH3:24])[CH3:23])=O. The yield is 0.480. The catalyst is CN(C=O)C. The product is [CH3:20][N:22]([CH3:24])/[CH:23]=[CH:1]/[C:2]1[C:12]([N+:13]([O-:15])=[O:14])=[CH:11][C:10]([N+:16]([O-:18])=[O:17])=[CH:9][C:3]=1[C:4]([O:6][CH2:7][CH3:8])=[O:5].